This data is from Full USPTO retrosynthesis dataset with 1.9M reactions from patents (1976-2016). The task is: Predict the reactants needed to synthesize the given product. (1) Given the product [F:35][C:2]([F:36])([F:1])[C:3]([N:5]1[CH:6]2[CH2:12][CH2:11][CH:10]1[CH2:9][C:8](=[C:13]1[C:26]3[CH:25]=[CH:24][CH:23]=[C:22]([NH:37][C:38]4[CH:43]=[CH:42][CH:41]=[CH:40][CH:39]=4)[C:21]=3[O:20][C:19]3[C:14]1=[CH:15][CH:16]=[CH:17][CH:18]=3)[CH2:7]2)=[O:4], predict the reactants needed to synthesize it. The reactants are: [F:1][C:2]([F:36])([F:35])[C:3]([N:5]1[CH:10]2[CH2:11][CH2:12][CH:6]1[CH2:7][C:8](=[C:13]1[C:26]3[CH:25]=[CH:24][CH:23]=[C:22](OS(C(F)(F)F)(=O)=O)[C:21]=3[O:20][C:19]3[C:14]1=[CH:15][CH:16]=[CH:17][CH:18]=3)[CH2:9]2)=[O:4].[NH2:37][C:38]1[CH:43]=[CH:42][CH:41]=[CH:40][CH:39]=1.CC(C)([O-])C.[Na+]. (2) Given the product [CH3:1][C:2]1[S:6][C:5]2[C:7]([CH2:11][OH:12])=[CH:8][CH:9]=[CH:10][C:4]=2[CH:3]=1, predict the reactants needed to synthesize it. The reactants are: [CH3:1][C:2]1[S:6][C:5]2[C:7]([C:11](O)=[O:12])=[CH:8][CH:9]=[CH:10][C:4]=2[CH:3]=1.